Dataset: Forward reaction prediction with 1.9M reactions from USPTO patents (1976-2016). Task: Predict the product of the given reaction. (1) Given the reactants [H-].[Na+].[Cl:3][C:4]1[CH:9]=[CH:8][CH:7]=[CH:6][C:5]=1[OH:10].Cl[C:12]1[C:17]([C:18]([O:20][CH2:21][CH3:22])=[O:19])=[CH:16][N:15]=[C:14]([C:23]2[CH:28]=[CH:27][CH:26]=[CH:25][CH:24]=2)[N:13]=1.O, predict the reaction product. The product is: [Cl:3][C:4]1[CH:9]=[CH:8][CH:7]=[CH:6][C:5]=1[O:10][C:16]1[C:17]([C:18]([O:20][CH2:21][CH3:22])=[O:19])=[CH:12][N:13]=[C:14]([C:23]2[CH:28]=[CH:27][CH:26]=[CH:25][CH:24]=2)[N:15]=1. (2) Given the reactants C([O:4][C@H:5]1[C@H:10]([O:11]C(=O)C)[C@@H:9]([N:15]([C:19]([O:21][C:22]([CH3:25])([CH3:24])[CH3:23])=[O:20])C(=O)C)[C@H:8]([O:26][CH2:27][C:28]2[CH:33]=[CH:32][CH:31]=[CH:30][CH:29]=2)[O:7][C@@H:6]1[CH2:34][O:35]C(=O)C)(=O)C.C[O-].[Na+], predict the reaction product. The product is: [CH2:27]([O:26][C@H:8]1[C@H:9]([NH:15][C:19](=[O:20])[O:21][C:22]([CH3:25])([CH3:24])[CH3:23])[C@@H:10]([OH:11])[C@H:5]([OH:4])[C@@H:6]([CH2:34][OH:35])[O:7]1)[C:28]1[CH:29]=[CH:30][CH:31]=[CH:32][CH:33]=1. (3) The product is: [CH2:1]([C@@H:8]([C:9](=[O:11])[NH:31][C:29]1[S:28][N:27]=[C:26]([C:20]2[CH:25]=[CH:24][CH:23]=[CH:22][CH:21]=2)[N:30]=1)[CH2:12][C:13]([OH:15])=[O:14])[C:2]1[CH:3]=[CH:4][CH:5]=[CH:6][CH:7]=1. Given the reactants [CH2:1]([C@H:8]([CH2:12][C:13]([O:15]C(C)(C)C)=[O:14])[C:9]([OH:11])=O)[C:2]1[CH:7]=[CH:6][CH:5]=[CH:4][CH:3]=1.[C:20]1([C:26]2[N:30]=[C:29]([NH2:31])[S:28][N:27]=2)[CH:25]=[CH:24][CH:23]=[CH:22][CH:21]=1, predict the reaction product. (4) Given the reactants [OH-].[Na+].C([O:5][C:6](=[O:27])[C:7]([N:9]1[CH2:14][CH2:13][C:12]([NH:16][C:17]([O:19][CH2:20][C:21]2[CH:26]=[CH:25][CH:24]=[CH:23][CH:22]=2)=[O:18])([CH3:15])[CH2:11][CH2:10]1)=[O:8])C, predict the reaction product. The product is: [CH2:20]([O:19][C:17]([NH:16][C:12]1([CH3:15])[CH2:11][CH2:10][N:9]([C:7](=[O:8])[C:6]([OH:27])=[O:5])[CH2:14][CH2:13]1)=[O:18])[C:21]1[CH:26]=[CH:25][CH:24]=[CH:23][CH:22]=1. (5) The product is: [OH:1][CH2:2][CH2:3][CH2:4][CH2:5][CH2:6][N:7]([CH2:8][C:9]1[C:10]2[C:15]([CH:16]=[C:17]3[C:22]=1[CH:21]=[CH:20][CH:19]=[CH:18]3)=[CH:14][CH:13]=[CH:12][CH:11]=2)[CH2:29][CH3:30]. Given the reactants [OH:1][CH2:2][CH2:3][CH2:4][CH2:5][CH2:6][NH:7][CH2:8][C:9]1[C:10]2[C:15]([CH:16]=[C:17]3[C:22]=1[CH:21]=[CH:20][CH:19]=[CH:18]3)=[CH:14][CH:13]=[CH:12][CH:11]=2.C([O-])([O-])=O.[K+].[K+].[CH2:29](Br)[CH3:30], predict the reaction product. (6) Given the reactants [F:1][C:2]1[CH:3]=[CH:4][C:5]([O:10][CH3:11])=[C:6]([CH:9]=1)[CH:7]=O.[NH2:12][C:13]1[CH:17]=[CH:16][NH:15][N:14]=1.O=[C:19]([CH2:26][CH2:27][CH3:28])[CH2:20][C:21]([O:23][CH2:24][CH3:25])=[O:22], predict the reaction product. The product is: [F:1][C:2]1[CH:3]=[CH:4][C:5]([O:10][CH3:11])=[C:6]([CH:7]2[C:20]([C:21]([O:23][CH2:24][CH3:25])=[O:22])=[C:19]([CH2:26][CH2:27][CH3:28])[NH:12][C:13]3=[N:14][NH:15][CH:16]=[C:17]23)[CH:9]=1. (7) Given the reactants [CH2:1]=[CH:2][C:3](=[CH2:5])[CH3:4].[CH2:6]=[CH:7][C:8]1[CH:13]=[CH:12][CH:11]=[CH:10][CH:9]=1.[CH2:14]([O:26][S:27](C1C=CC=CC=1)(=[O:29])=[O:28])[CH2:15][CH2:16][CH2:17][CH2:18]CCCCCCC.[Na].CCCC[CH2:41][CH:42]([C:49](OC[CH2:53][CH2:54][NH+:55](CC)CC)=O)[C:43]1C=CC=CC=1.[Cl-].C(OCCCCCCCC)(=O)/C=C/C(OCCCCCCCC)=O.COC1(OC)C=CC=CC1CC(C1C=CC=CC=1)=O, predict the reaction product. The product is: [CH2:54]([NH:55][S:27]([C:13]1[C:8]([CH3:7])=[CH:9][CH:10]=[CH:11][CH:12]=1)(=[O:28])=[O:29])[CH3:53].[C:3]([C:2]1([C:42]([CH3:49])([CH3:43])[CH3:41])[C:14]([OH:26])=[CH:15][CH:16]=[C:17]([CH3:18])[CH2:1]1)([CH3:6])([CH3:4])[CH3:5]. (8) The product is: [Cl:1][CH2:2][C:3]1[CH:11]=[CH:10][C:6]([C:7]([NH:12][C:13]2[S:14][C:15]([N:23]3[CH2:24][CH2:25][O:26][CH2:27][CH2:28]3)=[C:16]([C:18]3[O:19][CH:20]=[CH:21][CH:22]=3)[N:17]=2)=[O:9])=[CH:5][N:4]=1. Given the reactants [Cl:1][CH2:2][C:3]1[CH:11]=[CH:10][C:6]([C:7]([OH:9])=O)=[CH:5][N:4]=1.[NH2:12][C:13]1[S:14][C:15]([N:23]2[CH2:28][CH2:27][O:26][CH2:25][CH2:24]2)=[C:16]([C:18]2[O:19][CH:20]=[CH:21][CH:22]=2)[N:17]=1.C1CN([P+](ON2N=NC3C=CC=CC2=3)(N2CCCC2)N2CCCC2)CC1.F[P-](F)(F)(F)(F)F.C(N(CC)CC)C, predict the reaction product. (9) Given the reactants [N+:1]([O-:4])(O)=[O:2].[CH2:5]1[O:26][CH2:25][CH2:24][O:23][CH2:22][CH2:21][O:20][C:19]2[C:14](=[CH:15][CH:16]=[CH:17][CH:18]=2)[O:13][CH2:12][CH2:11][O:10][CH2:9][CH2:8][O:7][CH2:6]1, predict the reaction product. The product is: [CH2:5]1[O:26][CH2:25][CH2:24][O:23][CH2:22][CH2:21][O:20][C:19]2[CH:18]=[CH:17][C:16]([N+:1]([O-:4])=[O:2])=[CH:15][C:14]=2[O:13][CH2:12][CH2:11][O:10][CH2:9][CH2:8][O:7][CH2:6]1.